This data is from Forward reaction prediction with 1.9M reactions from USPTO patents (1976-2016). The task is: Predict the product of the given reaction. (1) Given the reactants [Br:1][C:2]1[O:6][C:5]([C:7]2[N:8]([CH2:31]C(CC)CCCC)[C:9](=[O:30])[C:10]3[C:14]=2[C:13](=[O:15])[N:12]([CH2:16][CH:17]([CH2:22][CH3:23])CCCC)[C:11]=3[C:24]2[O:25][C:26]([Br:29])=[CH:27][CH:28]=2)=[CH:4][CH:3]=1.C[Sn](C)(C)[C:41]1S[C:43]([Sn](C)(C)C)=[CH:44][CH:45]=1.[CH3:73][C:68]1[CH:69]=[CH:70][CH:71]=[CH:72][C:67]=1P([C:67]1[CH:72]=[CH:71][CH:70]=[CH:69][C:68]=1[CH3:73])[C:67]1[CH:72]=[CH:71][CH:70]=[CH:69][C:68]=1[CH3:73].N#N.C(N(CC)C(N=N[C:83]1[CH:88]=[CH:87][CH:86]=[CH:85][CH:84]=1)=S)C, predict the reaction product. The product is: [Br:29][C:26]1[O:25][C:24]([C:11]2[N:12]([CH2:16][CH2:17][CH2:22][CH2:23][CH2:24][CH2:11][CH2:10][CH2:14][CH2:13][CH2:67][CH2:72][CH2:71][CH2:70][CH2:69][CH2:68][CH3:73])[C:13](=[O:15])[C:14]3[C:10]=2[C:9](=[O:30])[N:8]([CH2:31][CH2:41][CH2:45][CH2:44][CH2:43][CH2:2][CH2:3][CH2:4][CH2:5][CH2:7][CH2:84][CH2:85][CH2:86][CH2:87][CH2:88][CH3:83])[C:7]=3[C:5]2[O:6][C:2]([Br:1])=[CH:3][CH:4]=2)=[CH:28][CH:27]=1. (2) Given the reactants [CH2:1]([N:8]1[C:16]2[C:11](=[CH:12][C:13]([NH:17][C:18]3[C:27]4[C:22](=[CH:23][CH:24]=[C:25](I)[CH:26]=4)[N:21]=[CH:20][N:19]=3)=[CH:14][CH:15]=2)[CH:10]=[N:9]1)[C:2]1[CH:7]=[CH:6][CH:5]=[CH:4][CH:3]=1.[CH:29]([O-:31])=[O:30].[Na+].C1(P(C2C=CC=CC=2)C2C=CC=CC=2)C=CC=CC=1.[OH-].[Na+], predict the reaction product. The product is: [CH2:1]([N:8]1[C:16]2[C:11](=[CH:12][C:13]([NH:17][C:18]3[C:27]4[C:22](=[CH:23][CH:24]=[C:25]([C:29]([OH:31])=[O:30])[CH:26]=4)[N:21]=[CH:20][N:19]=3)=[CH:14][CH:15]=2)[CH:10]=[N:9]1)[C:2]1[CH:7]=[CH:6][CH:5]=[CH:4][CH:3]=1.